This data is from Reaction yield outcomes from USPTO patents with 853,638 reactions. The task is: Predict the reaction yield, written as a fraction of the theoretical maximum amount of product (1.0 means a 100% yield; for example, 0.34 means a 34% yield). (1) The reactants are [Cl:1][C:2]1[C:6]2[C:7]3[N:8]([C:11]([CH2:14][CH3:15])=[N:12][N:13]=3)C=[N:10][C:5]=2[S:4][CH:3]=1.CNCCN. The catalyst is CO.[Cl-].[NH4+]. The product is [Cl:1][C:2]1[C:6]([C:7]2[NH:13][N:12]=[C:11]([CH2:14][CH3:15])[N:8]=2)=[C:5]([NH2:10])[S:4][CH:3]=1. The yield is 0.940. (2) The reactants are [CH3:1][O:2][C:3]1[C:4]([C:13]([F:16])([F:15])[F:14])=[CH:5][C:6]([N+:10]([O-:12])=[O:11])=[C:7]([OH:9])[CH:8]=1.C(=O)([O-])[O-].[K+].[K+].Br[CH2:24][C:25]([O:27][CH2:28][CH3:29])=[O:26].FC(F)(F)C(O)=O. The catalyst is CN(C)C=O.C(OCC)(=O)C.CC#N.O. The product is [CH3:1][O:2][C:3]1[C:4]([C:13]([F:14])([F:15])[F:16])=[CH:5][C:6]([N+:10]([O-:12])=[O:11])=[C:7]([O:9][CH2:24][C:25]([O:27][CH2:28][CH3:29])=[O:26])[CH:8]=1. The yield is 0.950. (3) The reactants are [C:1]1([C:7](=O)[C:8]([O:10][CH3:11])=[O:9])[CH:6]=[CH:5][CH:4]=[CH:3][CH:2]=1.Cl.[NH2:14][OH:15].C(N(CC)CC)C. The catalyst is CO. The product is [OH:15]/[N:14]=[C:7](\[C:1]1[CH:6]=[CH:5][CH:4]=[CH:3][CH:2]=1)/[C:8]([O:10][CH3:11])=[O:9]. The yield is 0.130. (4) The reactants are C([O:4][C@@H:5]([C:7]1[N:12]=[C:11]([N:13]2[CH2:22][CH2:21][C:20]3[C:15](=[CH:16][C:17]([S:23](=[O:28])(=[O:27])[N:24]([CH3:26])[CH3:25])=[CH:18][CH:19]=3)[CH2:14]2)[CH:10]=[CH:9][N:8]=1)[CH3:6])(=O)C.O.[OH-].[Li+]. The catalyst is CO.O. The product is [CH3:26][N:24]([CH3:25])[S:23]([C:17]1[CH:16]=[C:15]2[C:20]([CH2:21][CH2:22][N:13]([C:11]3[CH:10]=[CH:9][N:8]=[C:7]([C@H:5]([OH:4])[CH3:6])[N:12]=3)[CH2:14]2)=[CH:19][CH:18]=1)(=[O:28])=[O:27]. The yield is 0.310. (5) The reactants are [C:1]1([C:20]2[CH:25]=[CH:24][CH:23]=[CH:22][CH:21]=2)[CH:6]=[CH:5][C:4]([CH2:7][N:8]2[CH:16]=[C:15]3[C:10]([NH:11][C:12](=O)[N:13]([CH3:18])[C:14]3=[O:17])=[N:9]2)=[CH:3][CH:2]=1.O=P(Cl)(Cl)[Cl:28]. No catalyst specified. The product is [C:1]1([C:20]2[CH:25]=[CH:24][CH:23]=[CH:22][CH:21]=2)[CH:6]=[CH:5][C:4]([CH2:7][N:8]2[CH:16]=[C:15]3[C:10]([N:11]=[C:12]([Cl:28])[N:13]([CH3:18])[C:14]3=[O:17])=[N:9]2)=[CH:3][CH:2]=1. The yield is 0.985. (6) The reactants are [CH3:1][C:2]1[CH:3]=[C:4]([N:17]2[CH2:21][CH2:20][N:19]([CH2:22][C:23]3[CH:28]=[CH:27][C:26]([NH:29]C(=O)OC(C)(C)C)=[CH:25][CH:24]=3)[C:18]2=[O:37])[S:5][C:6]=1[C:7](=[O:16])[NH:8][CH2:9][C:10]1[CH:11]=[N:12][CH:13]=[CH:14][CH:15]=1.FC(F)(F)C(O)=O. The catalyst is ClCCl. The product is [NH2:29][C:26]1[CH:25]=[CH:24][C:23]([CH2:22][N:19]2[CH2:20][CH2:21][N:17]([C:4]3[S:5][C:6]([C:7]([NH:8][CH2:9][C:10]4[CH:11]=[N:12][CH:13]=[CH:14][CH:15]=4)=[O:16])=[C:2]([CH3:1])[CH:3]=3)[C:18]2=[O:37])=[CH:28][CH:27]=1. The yield is 0.460. (7) The reactants are [CH3:1][C@@H:2]1[C@H:6]([CH3:7])[N:5]([C:8]([O:10][C:11]([CH3:14])([CH3:13])[CH3:12])=[O:9])[C@H:4]([C:15]([O:17]CC)=[O:16])[CH2:3]1.CO.[OH-].[Li+].Cl. The catalyst is C1COCC1.O. The product is [C:11]([O:10][C:8]([N:5]1[C@@H:6]([CH3:7])[C@@H:2]([CH3:1])[CH2:3][C@H:4]1[C:15]([OH:17])=[O:16])=[O:9])([CH3:12])([CH3:14])[CH3:13]. The yield is 0.840.